From a dataset of Experimentally validated miRNA-target interactions with 360,000+ pairs, plus equal number of negative samples. Binary Classification. Given a miRNA mature sequence and a target amino acid sequence, predict their likelihood of interaction. (1) The miRNA is hsa-miR-5188 with sequence AAUCGGACCCAUUUAAACCGGAG. The protein sequence of the target gene is MASKCSSERKSRTSLTLNQKLEMIKLSEEGMSKAEIGRRLGLLRQTVSQVVNAKEKFLKEVKSATPMNTRMIRKRNSLIADMEKVLVVWIEDQTSRNIPLSQSLIQNKALTLFNSMKAERGVEAAEEKFEASRGWFMRFKERSHFHNIKAQGEAASADVEAAASYPEALAKIIDEGGYTKQQIFNVDETAFYWKKMPSRTFIAREEKSVPGFKASKDRLTLLLGANAAGDFKLKPMLIYHSENPRALKNYTKSTLPVLYKWNSKARMTAHLFTAWFTEYFKPTVETYCSEKKIPFKILLL.... Result: 0 (no interaction). (2) The miRNA is cel-miR-84-5p with sequence UGAGGUAGUAUGUAAUAUUGUAGA. The protein sequence of the target gene is MELRVGNRYRLGRKIGSGSFGDIYLGTDIAAGEEVAIKLECVKTKHPQLHIESKIYKMMQGGVGIPTIRWCGAEGDYNVMVMELLGPSLEDLFNFCSRKFSLKTVLLLADQMISRIEYIHSKNFIHRDVKPDNFLMGLGKKGNLVYIIDFGLAKKYRDARTHQHIPYRENKNLTGTARYASINTHLGIEQSRRDDLESLGYVLMYFNLGSLPWQGLKAATKRQKYERISEKKMSTPIEVLCKGYPSEFATYLNFCRSLRFDDKPDYSYLRQLFRNLFHRQGFSYDYVFDWNMLKFGASRA.... Result: 0 (no interaction).